From a dataset of Forward reaction prediction with 1.9M reactions from USPTO patents (1976-2016). Predict the product of the given reaction. The product is: [CH2:1]([O:8][C:9]1[CH:14]=[CH:13][C:12]([C:15](=[O:17])[CH2:16][Br:47])=[CH:11][C:10]=1[CH3:18])[C:2]1[CH:3]=[CH:4][CH:5]=[CH:6][CH:7]=1. Given the reactants [CH2:1]([O:8][C:9]1[CH:14]=[CH:13][C:12]([C:15](=[O:17])[CH3:16])=[CH:11][C:10]=1[CH3:18])[C:2]1[CH:7]=[CH:6][CH:5]=[CH:4][CH:3]=1.CCN(C(C)C)C(C)C.FC(F)(F)S(O[Si](C)(C)C)(=O)=O.C1C(=O)N([Br:47])C(=O)C1, predict the reaction product.